The task is: Predict the reaction yield, written as a fraction of the theoretical maximum amount of product (1.0 means a 100% yield; for example, 0.34 means a 34% yield).. This data is from Reaction yield outcomes from USPTO patents with 853,638 reactions. (1) The reactants are Cl.[C:2](=N)([O:4]C)[CH3:3].[F:7][C:8]([F:33])([F:32])[C:9]1[CH:14]=[CH:13][CH:12]=[CH:11][C:10]=1[C:15]1[CH:20]=[CH:19][C:18]([CH2:21][NH:22][CH2:23][CH:24]([C:26]2[CH:31]=[CH:30][CH:29]=[CH:28][CH:27]=2)[OH:25])=[CH:17][CH:16]=1. The catalyst is CO. The product is [OH:25][CH:24]([C:26]1[CH:31]=[CH:30][CH:29]=[CH:28][CH:27]=1)[CH2:23][N:22]([CH2:21][C:18]1[CH:19]=[CH:20][C:15]([C:10]2[CH:11]=[CH:12][CH:13]=[CH:14][C:9]=2[C:8]([F:32])([F:33])[F:7])=[CH:16][CH:17]=1)[C:2](=[O:4])[CH3:3]. The yield is 0.330. (2) The reactants are F[C:2]1[CH:7]=[CH:6][C:5]([CH:8]2[CH2:10][O:9]2)=[CH:4][CH:3]=1.[OH:11][C:12]1[CH:19]=[CH:18][C:15]([CH:16]=[O:17])=[CH:14][CH:13]=1.[OH-].[Na+]. The catalyst is C1(C)C=CC=CC=1. The product is [OH:9][CH:8]([C:5]1[CH:6]=[CH:7][CH:2]=[CH:3][CH:4]=1)[CH2:10][O:11][C:12]1[CH:19]=[CH:18][C:15]([CH:16]=[O:17])=[CH:14][CH:13]=1. The yield is 0.140.